From a dataset of Full USPTO retrosynthesis dataset with 1.9M reactions from patents (1976-2016). Predict the reactants needed to synthesize the given product. (1) The reactants are: Cl[C:2]1[C:11]2[C:6](=[CH:7][CH:8]=[CH:9][CH:10]=2)[C:5]([NH:12][C:13]2[CH:18]=[CH:17][CH:16]=[C:15]([C:19]3[N:23]([CH3:24])[C:22]([CH3:25])=[N:21][CH:20]=3)[CH:14]=2)=[N:4][N:3]=1.[NH2:26][C:27]1[CH:32]=[CH:31][CH:30]=[CH:29][CH:28]=1. Given the product [CH3:24][N:23]1[C:19]([C:15]2[CH:14]=[C:13]([NH:12][C:5]3[C:6]4[C:11](=[CH:10][CH:9]=[CH:8][CH:7]=4)[C:2]([NH:26][C:27]4[CH:32]=[CH:31][CH:30]=[CH:29][CH:28]=4)=[N:3][N:4]=3)[CH:18]=[CH:17][CH:16]=2)=[CH:20][N:21]=[C:22]1[CH3:25], predict the reactants needed to synthesize it. (2) Given the product [CH:12]1([NH:15][CH2:8][CH2:7][C:2]2[CH:3]=[CH:4][CH:5]=[CH:6][C:1]=2[CH3:11])[CH2:14][CH2:13]1, predict the reactants needed to synthesize it. The reactants are: [C:1]1([CH3:11])[CH:6]=[CH:5][CH:4]=[CH:3][C:2]=1[CH2:7][C:8](O)=O.[CH:12]1([NH2:15])[CH2:14][CH2:13]1. (3) Given the product [CH3:1][O:2][C:3](=[O:15])[C:4]1[CH:9]=[C:8]([S:10]([CH3:13])(=[O:12])=[O:11])[CH:7]=[CH:6][C:5]=1[N:20]1[CH2:21][CH2:22][C:17]([CH3:23])([CH3:16])[CH2:18][CH2:19]1, predict the reactants needed to synthesize it. The reactants are: [CH3:1][O:2][C:3](=[O:15])[C:4]1[CH:9]=[C:8]([S:10]([CH3:13])(=[O:12])=[O:11])[CH:7]=[CH:6][C:5]=1Cl.[CH3:16][C:17]1([CH3:23])[CH2:22][CH2:21][NH:20][CH2:19][CH2:18]1. (4) Given the product [Cl:1][C:2]1[CH:3]=[CH:4][C:5]([S:8]([CH:11]2[CH2:16][CH2:15][N:14]([C:18]3[CH:23]=[C:22]([C:24]([F:27])([F:26])[F:25])[CH:21]=[CH:20][N:19]=3)[CH2:13][CH2:12]2)(=[O:9])=[O:10])=[CH:6][CH:7]=1, predict the reactants needed to synthesize it. The reactants are: [Cl:1][C:2]1[CH:7]=[CH:6][C:5]([S:8]([CH:11]2[CH2:16][CH2:15][NH:14][CH2:13][CH2:12]2)(=[O:10])=[O:9])=[CH:4][CH:3]=1.Cl[C:18]1[CH:23]=[C:22]([C:24]([F:27])([F:26])[F:25])[CH:21]=[CH:20][N:19]=1.CCN(C(C)C)C(C)C.